From a dataset of Cav3 T-type calcium channel HTS with 100,875 compounds. Binary Classification. Given a drug SMILES string, predict its activity (active/inactive) in a high-throughput screening assay against a specified biological target. The compound is O=c1[nH]c(CN2CCCCC2)c([nH]1)C. The result is 0 (inactive).